From a dataset of Forward reaction prediction with 1.9M reactions from USPTO patents (1976-2016). Predict the product of the given reaction. (1) The product is: [F:1][C:2]1[CH:17]=[C:16]([CH2:18][NH:28][CH2:27][CH2:26][N:20]2[CH2:25][CH2:24][S:23][CH2:22][CH2:21]2)[CH:15]=[CH:14][C:3]=1[O:4][C:5]1[CH:6]=[CH:7][C:8]([C:11]([NH2:13])=[O:12])=[N:9][CH:10]=1. Given the reactants [F:1][C:2]1[CH:17]=[C:16]([CH:18]=O)[CH:15]=[CH:14][C:3]=1[O:4][C:5]1[CH:6]=[CH:7][C:8]([C:11]([NH2:13])=[O:12])=[N:9][CH:10]=1.[N:20]1([CH2:26][CH2:27][NH2:28])[CH2:25][CH2:24][S:23][CH2:22][CH2:21]1.[BH4-].[Na+], predict the reaction product. (2) Given the reactants Br[C:2]1[CH:7]=[CH:6][C:5]([C@@H:8]([N:11]2[CH2:16][CH2:15][C@:14]([CH3:23])([C:17]3[CH:22]=[CH:21][CH:20]=[CH:19][CH:18]=3)[O:13][C:12]2=[O:24])[CH2:9][CH3:10])=[CH:4][CH:3]=1.I[C:26]1[CH:31]=[CH:30][N:29]([CH3:32])[C:28](=[O:33])[CH:27]=1, predict the reaction product. The product is: [CH3:23][C@@:14]1([C:17]2[CH:22]=[CH:21][CH:20]=[CH:19][CH:18]=2)[O:13][C:12](=[O:24])[N:11]([C@H:8]([C:5]2[CH:6]=[CH:7][C:2]([C:26]3[CH:31]=[CH:30][N:29]([CH3:32])[C:28](=[O:33])[CH:27]=3)=[CH:3][CH:4]=2)[CH2:9][CH3:10])[CH2:16][CH2:15]1.